From a dataset of Reaction yield outcomes from USPTO patents with 853,638 reactions. Predict the reaction yield, written as a fraction of the theoretical maximum amount of product (1.0 means a 100% yield; for example, 0.34 means a 34% yield). (1) The reactants are Cl[C:2]1[N:7]=[C:6]([N:8]2[CH2:14][CH:13]3[O:15][CH:10]([CH2:11][CH2:12]3)[CH2:9]2)[CH:5]=[C:4]([Cl:16])[N:3]=1.[OH-:17].[Na+].Cl. The catalyst is C1COCC1. The product is [CH:10]12[O:15][CH:13]([CH2:12][CH2:11]1)[CH2:14][N:8]([C:6]1[CH:5]=[C:4]([Cl:16])[N:3]=[C:2]([OH:17])[N:7]=1)[CH2:9]2. The yield is 0.740. (2) The reactants are [OH-].[Na+].[Cl:3][C:4]1[CH:5]=[C:6]([CH:18]=[CH:19][C:20]=1[Cl:21])[C:7]([C@H:9]1[CH2:11][C@:10]1([CH3:17])[C:12]([O:14]CC)=[O:13])=[O:8].Cl. The catalyst is O1CCOCC1. The product is [Cl:3][C:4]1[CH:5]=[C:6]([CH:18]=[CH:19][C:20]=1[Cl:21])[C:7]([C@H:9]1[CH2:11][C@:10]1([CH3:17])[C:12]([OH:14])=[O:13])=[O:8]. The yield is 0.390. (3) The reactants are [Cl-:1].[Ce+3].[Cl-].[Cl-].[I-].[Na+].Br[CH2:8][C:9]([C:11]1[CH:12]=[C:13]2[C:17](=[CH:18][CH:19]=1)[NH:16][CH2:15][CH2:14]2)=[O:10].[CH2:20]([N:27]1[CH2:32][CH2:31][C:30](=[O:33])[CH2:29][CH2:28]1)[C:21]1[CH:26]=[CH:25][CH:24]=[CH:23][CH:22]=1. The catalyst is O1CCCC1. The product is [ClH:1].[CH2:20]([N:27]1[CH2:32][CH2:31][C:30]([CH2:8][C:9]([C:11]2[CH:12]=[C:13]3[C:17](=[CH:18][CH:19]=2)[NH:16][CH2:15][CH2:14]3)=[O:10])([OH:33])[CH2:29][CH2:28]1)[C:21]1[CH:22]=[CH:23][CH:24]=[CH:25][CH:26]=1. The yield is 0.362. (4) The reactants are [CH2:1]1[CH:6]2[CH2:7][NH:8][CH2:9][CH2:10][N:5]2[CH2:4][CH:3]([C:11]2[N:19]3[C:14]([C:15]([NH2:20])=[N:16][CH:17]=[N:18]3)=[C:13]([C:21]3[CH:22]=[CH:23][C:24]4[C:28]([CH:29]=3)=[N:27][N:26]([C:30]3[CH:35]=[CH:34][CH:33]=[CH:32][CH:31]=3)[CH:25]=4)[CH:12]=2)[O:2]1.I[CH3:37]. No catalyst specified. The product is [CH3:37][N:8]1[CH2:9][CH2:10][N:5]2[CH:6]([CH2:1][O:2][CH:3]([C:11]3[N:19]4[C:14]([C:15]([NH2:20])=[N:16][CH:17]=[N:18]4)=[C:13]([C:21]4[CH:22]=[CH:23][C:24]5[C:28]([CH:29]=4)=[N:27][N:26]([C:30]4[CH:35]=[CH:34][CH:33]=[CH:32][CH:31]=4)[CH:25]=5)[CH:12]=3)[CH2:4]2)[CH2:7]1. The yield is 0.520. (5) The reactants are [Cl:1][C:2]1[S:6][C:5]([S:7]([N:10]([C:19]2[C:27]3[C:22](=[CH:23][CH:24]=[CH:25][C:26]=3[O:28][CH3:29])[NH:21][N:20]=2)COCC[Si](C)(C)C)(=[O:9])=[O:8])=[CH:4][CH:3]=1.Br[CH2:31][C:32]1[CH:37]=[CH:36][C:35]([S:38]([NH2:41])(=[O:40])=[O:39])=[CH:34][CH:33]=1.C(=O)([O-])[O-].[K+].[K+]. The catalyst is CN(C=O)C. The product is [NH2:41][S:38]([C:35]1[CH:36]=[CH:37][C:32]([CH2:31][N:21]2[C:22]3[C:27](=[C:26]([O:28][CH3:29])[CH:25]=[CH:24][CH:23]=3)[C:19]([NH:10][S:7]([C:5]3[S:6][C:2]([Cl:1])=[CH:3][CH:4]=3)(=[O:9])=[O:8])=[N:20]2)=[CH:33][CH:34]=1)(=[O:39])=[O:40]. The yield is 0.100. (6) The reactants are Cl.[C:2]([C:4]1[CH:5]=[C:6]([CH:9]=[C:10]([F:17])[C:11]=1[NH:12][S:13]([CH3:16])(=[O:15])=[O:14])[CH2:7][NH2:8])#[CH:3].CN1CCOCC1.[CH3:25][O:26][C:27]1[N:32]=[CH:31][C:30]([CH:33]=[CH:34][C:35](O)=[O:36])=[C:29]([C:38]([F:41])([F:40])[F:39])[CH:28]=1.O.[Cl-].COC1N=C(OC)N=C([N+]2(C)CCOCC2)N=1. The catalyst is C1COCC1. The product is [C:2]([C:4]1[CH:5]=[C:6]([CH:9]=[C:10]([F:17])[C:11]=1[NH:12][S:13]([CH3:16])(=[O:15])=[O:14])[CH2:7][NH:8][C:35](=[O:36])[CH:34]=[CH:33][C:30]1[CH:31]=[N:32][C:27]([O:26][CH3:25])=[CH:28][C:29]=1[C:38]([F:40])([F:39])[F:41])#[CH:3]. The yield is 0.662.